This data is from Full USPTO retrosynthesis dataset with 1.9M reactions from patents (1976-2016). The task is: Predict the reactants needed to synthesize the given product. Given the product [N+:28]([C:2]1[CH:3]=[C:4]([N:8]2[CH2:13][CH2:12][N:11]([C:14]([C:16]3[N:17]([C:22]4[CH:27]=[CH:26][CH:25]=[CH:24][CH:23]=4)[N:18]=[C:19]([CH3:21])[CH:20]=3)=[O:15])[CH2:10][CH2:9]2)[CH:5]=[CH:6][CH:7]=1)([O-:30])=[O:29], predict the reactants needed to synthesize it. The reactants are: Cl[C:2]1[CH:3]=[C:4]([N:8]2[CH2:13][CH2:12][N:11]([C:14]([C:16]3[N:17]([C:22]4[CH:27]=[CH:26][CH:25]=[CH:24][CH:23]=4)[N:18]=[C:19]([CH3:21])[CH:20]=3)=[O:15])[CH2:10][CH2:9]2)[CH:5]=[CH:6][CH:7]=1.[N+:28](C1C=C(N2CCNCC2)C=CC=1)([O-:30])=[O:29].